From a dataset of Catalyst prediction with 721,799 reactions and 888 catalyst types from USPTO. Predict which catalyst facilitates the given reaction. (1) Reactant: [OH:1][C:2]1[CH:7]=[CH:6][C:5]([CH2:8][C:9]([O:11][CH3:12])=[O:10])=[CH:4][CH:3]=1.[Na+].[I-:14].[O-]Cl.[Na+]. Product: [OH:1][C:2]1[CH:3]=[CH:4][C:5]([CH2:8][C:9]([O:11][CH3:12])=[O:10])=[CH:6][C:7]=1[I:14]. The catalyst class is: 3. (2) Reactant: [F:1][C:2]1([F:52])[C:6]2[N:7]([CH2:14][C:15]([NH:17][C@H:18]([C:28]3[C:33]([C:34]4[CH:35]=[CH:36][CH:37]=[C:38]5[C:42]=4[N:41]([CH3:43])[N:40]=[C:39]5[NH:44][S:45]([CH3:48])(=[O:47])=[O:46])=[CH:32][N:31]=[C:30](SC)[N:29]=3)[CH2:19][C:20]3[CH:25]=[C:24]([F:26])[CH:23]=[C:22]([F:27])[CH:21]=3)=[O:16])[N:8]=[C:9]([C:10]([F:13])([F:12])[F:11])[C:5]=2[C@H:4]2[CH2:51][C@@H:3]12.C1C=C(Cl)C=C(C(OO)=O)C=1.C(N(CC)C(C)C)(C)C.Cl.[CH3:74][C:75]1([OH:79])[CH2:78][NH:77][CH2:76]1. Product: [F:1][C:2]1([F:52])[C:6]2[N:7]([CH2:14][C:15]([NH:17][C@H:18]([C:28]3[C:33]([C:34]4[CH:35]=[CH:36][CH:37]=[C:38]5[C:42]=4[N:41]([CH3:43])[N:40]=[C:39]5[NH:44][S:45]([CH3:48])(=[O:47])=[O:46])=[CH:32][N:31]=[C:30]([N:77]4[CH2:78][C:75]([OH:79])([CH3:74])[CH2:76]4)[N:29]=3)[CH2:19][C:20]3[CH:21]=[C:22]([F:27])[CH:23]=[C:24]([F:26])[CH:25]=3)=[O:16])[N:8]=[C:9]([C:10]([F:11])([F:13])[F:12])[C:5]=2[C@H:4]2[CH2:51][C@@H:3]12. The catalyst class is: 2. (3) Product: [CH2:3]([C:5]1[N:9]([C:10]2[N:18]=[C:17]3[C:13]([N:14]=[C:15]([C:20]4([OH:26])[CH2:25][CH2:24][CH2:23][N:22]([CH:40]5[CH2:41][CH2:42][O:37][CH2:38][CH2:39]5)[CH2:21]4)[N:16]3[CH3:19])=[C:12]([N:27]3[CH2:28][CH2:29][O:30][CH2:31][CH2:32]3)[N:11]=2)[C:8]2[CH:33]=[CH:34][CH:35]=[CH:36][C:7]=2[N:6]=1)[CH3:4]. Reactant: Cl.Cl.[CH2:3]([C:5]1[N:9]([C:10]2[N:18]=[C:17]3[C:13]([N:14]=[C:15]([C:20]4([OH:26])[CH2:25][CH2:24][CH2:23][NH:22][CH2:21]4)[N:16]3[CH3:19])=[C:12]([N:27]3[CH2:32][CH2:31][O:30][CH2:29][CH2:28]3)[N:11]=2)[C:8]2[CH:33]=[CH:34][CH:35]=[CH:36][C:7]=2[N:6]=1)[CH3:4].[O:37]1[CH2:42][CH2:41][CH2:40][CH2:39][C:38]1=O.CCN(CC)CC.C(O[BH-](OC(=O)C)OC(=O)C)(=O)C.[Na+]. The catalyst class is: 279. (4) Reactant: [O:1]=[C:2]1[CH2:6][CH2:5][CH2:4][N:3]1[C:7]1[S:11][C:10]([C:12]([O:14]C)=[O:13])=[CH:9][CH:8]=1.[OH-].[Na+]. Product: [O:1]=[C:2]1[CH2:6][CH2:5][CH2:4][N:3]1[C:7]1[S:11][C:10]([C:12]([OH:14])=[O:13])=[CH:9][CH:8]=1. The catalyst class is: 5. (5) Reactant: C([O:3][C:4]([C:6]1[C:15]2[C:10](=[CH:11][C:12]([O:18][CH3:19])=[C:13]([O:16][CH3:17])[CH:14]=2)[C:9]([CH2:20][C:21]2[CH:26]=[CH:25][CH:24]=[C:23]([O:27][CH3:28])[CH:22]=2)=[N:8][CH:7]=1)=O)C.[H-].[Al+3].[Li+].[H-].[H-].[H-]. Product: [CH3:28][O:27][C:23]1[CH:22]=[C:21]([CH:26]=[CH:25][CH:24]=1)[CH2:20][C:9]1[C:10]2[C:15](=[CH:14][C:13]([O:16][CH3:17])=[C:12]([O:18][CH3:19])[CH:11]=2)[C:6]([CH2:4][OH:3])=[CH:7][N:8]=1. The catalyst class is: 1. (6) Reactant: [C:1]([O:4][C:5](=[O:7])[CH3:6])(=O)[CH3:2].N1C=CC=CC=1.OCC1[CH:24]=[CH:23][C:19]([C:20]([OH:22])=[O:21])=[CH:18][CH:17]=1. Product: [C:5]([O:4][CH2:1][C:2]1[CH:24]=[CH:23][C:19]([C:20]([OH:22])=[O:21])=[CH:18][CH:17]=1)(=[O:7])[CH3:6]. The catalyst class is: 22. (7) Reactant: Cl[CH2:2][CH2:3][CH2:4][O:5][C:6]1[CH:11]=[CH:10][C:9]([C:12]2[O:13][CH:14]=[C:15]([CH2:17][C:18](=[O:24])[N:19]3[CH2:23][CH2:22][CH2:21][CH2:20]3)[N:16]=2)=[CH:8][CH:7]=1.[I-].[Na+].[CH3:27][CH:28]1[CH2:32][CH2:31][CH2:30][NH:29]1.ClCCl. Product: [CH3:27][CH:28]1[CH2:32][CH2:31][CH2:30][N:29]1[CH2:2][CH2:3][CH2:4][O:5][C:6]1[CH:11]=[CH:10][C:9]([C:12]2[O:13][CH:14]=[C:15]([CH2:17][C:18](=[O:24])[N:19]3[CH2:23][CH2:22][CH2:21][CH2:20]3)[N:16]=2)=[CH:8][CH:7]=1. The catalyst class is: 10.